The task is: Predict the reactants needed to synthesize the given product.. This data is from Full USPTO retrosynthesis dataset with 1.9M reactions from patents (1976-2016). (1) The reactants are: [CH2:1]([O:3][C:4]1[C:12]2[C:11](=[O:13])[N:10]([C:14]3[CH:19]=[CH:18][C:17]([CH2:20][C:21]([O:23]CC)=[O:22])=[CH:16][C:15]=3[Cl:26])[C:9](=[O:27])[C:8]=2[C:7]([O:28][CH2:29][CH3:30])=[C:6]2[CH:31]=[CH:32][CH:33]=[CH:34][C:5]=12)[CH3:2].O. Given the product [CH2:29]([O:28][C:7]1[C:8]2[C:9](=[O:27])[N:10]([C:14]3[CH:19]=[CH:18][C:17]([CH2:20][C:21]([OH:23])=[O:22])=[CH:16][C:15]=3[Cl:26])[C:11](=[O:13])[C:12]=2[C:4]([O:3][CH2:1][CH3:2])=[C:5]2[CH:34]=[CH:33][CH:32]=[CH:31][C:6]=12)[CH3:30], predict the reactants needed to synthesize it. (2) Given the product [Cl:30][C:27]1[CH:28]=[CH:29][C:24]([N:16]2[C:15]([NH:5][C:38]3[CH:37]=[CH:36][CH:35]=[C:34]([O:33][CH2:31][CH3:32])[CH:39]=3)=[C:23]3[C:18]([CH:19]=[CH:20][CH:21]=[CH:22]3)=[N:17]2)=[CH:25][CH:26]=1, predict the reactants needed to synthesize it. The reactants are: C([N:5]([C:15]1[N:16]([C:24]2[CH:29]=[CH:28][C:27]([Cl:30])=[CH:26][CH:25]=2)[N:17]=[C:18]2[C:23]=1[CH:22]=[CH:21][CH:20]=[CH:19]2)C(NC1CCCCC1)=O)CCC.[CH2:31]([O:33][C:34]1[CH:35]=[C:36](N)[CH:37]=[CH:38][CH:39]=1)[CH3:32]. (3) Given the product [Cl:26][C:7]1[CH:6]=[CH:5][C:4]([CH2:3][NH:2][C:30]([CH:27]2[CH2:29][CH2:28]2)=[O:31])=[CH:9][C:8]=1[C:10]1[NH:14][C:13](=[O:15])[N:12]([C:16]2[CH:25]=[CH:24][C:19]([C:20]([O:22][CH3:23])=[O:21])=[CH:18][CH:17]=2)[N:11]=1, predict the reactants needed to synthesize it. The reactants are: Cl.[NH2:2][CH2:3][C:4]1[CH:5]=[CH:6][C:7]([Cl:26])=[C:8]([C:10]2[NH:14][C:13](=[O:15])[N:12]([C:16]3[CH:25]=[CH:24][C:19]([C:20]([O:22][CH3:23])=[O:21])=[CH:18][CH:17]=3)[N:11]=2)[CH:9]=1.[CH:27]1([C:30](Cl)=[O:31])[CH2:29][CH2:28]1.CCN(C(C)C)C(C)C. (4) Given the product [CH:15]1([C:7]([OH:13])([C:2]2[CH:3]=[CH:4][CH:5]=[CH:6][N:1]=2)[C:8]([O:10][CH2:11][CH3:12])=[O:9])[CH2:14][CH2:18]1, predict the reactants needed to synthesize it. The reactants are: [N:1]1[CH:6]=[CH:5][CH:4]=[CH:3][C:2]=1[C:7](=[O:13])[C:8]([O:10][CH2:11][CH3:12])=[O:9].[CH2:14]1[CH2:18]OC[CH2:15]1.